Dataset: TCR-epitope binding with 47,182 pairs between 192 epitopes and 23,139 TCRs. Task: Binary Classification. Given a T-cell receptor sequence (or CDR3 region) and an epitope sequence, predict whether binding occurs between them. (1) The epitope is RLDKVEAEV. The TCR CDR3 sequence is CASSRTRTVGSYEQYF. Result: 1 (the TCR binds to the epitope). (2) The epitope is FLPRVFSAV. The TCR CDR3 sequence is CASRVGVSYEQYF. Result: 1 (the TCR binds to the epitope).